This data is from Catalyst prediction with 721,799 reactions and 888 catalyst types from USPTO. The task is: Predict which catalyst facilitates the given reaction. (1) Reactant: [OH-].[Na+].C[O:4][C:5](=[O:35])[C:6]1[CH:11]=[C:10]([S:12](=[O:33])(=[O:32])[NH:13][C:14]2[CH:19]=[CH:18][C:17]([S:20][CH2:21][C:22]3[CH:27]=[CH:26][C:25]([C:28]([F:31])([F:30])[F:29])=[CH:24][CH:23]=3)=[CH:16][CH:15]=2)[CH:9]=[CH:8][C:7]=1[CH3:34]. Product: [CH3:34][C:7]1[CH:8]=[CH:9][C:10]([S:12](=[O:33])(=[O:32])[NH:13][C:14]2[CH:15]=[CH:16][C:17]([S:20][CH2:21][C:22]3[CH:27]=[CH:26][C:25]([C:28]([F:31])([F:30])[F:29])=[CH:24][CH:23]=3)=[CH:18][CH:19]=2)=[CH:11][C:6]=1[C:5]([OH:35])=[O:4]. The catalyst class is: 5. (2) Reactant: [CH3:1][S:2]([N:5]1[CH2:10][CH2:9][N:8]([CH2:11][C@@H:12]2[CH2:15][C@H:14]([OH:16])[CH2:13]2)[CH2:7][CH2:6]1)(=[O:4])=[O:3].C(N(CC)CC)C.[CH3:24][S:25](Cl)(=[O:27])=[O:26].O. Product: [CH3:24][S:25]([O:16][CH:14]1[CH2:15][CH:12]([CH2:11][N:8]2[CH2:7][CH2:6][N:5]([S:2]([CH3:1])(=[O:3])=[O:4])[CH2:10][CH2:9]2)[CH2:13]1)(=[O:27])=[O:26]. The catalyst class is: 2. (3) Reactant: C[O:2][C:3]1[CH:8]=[CH:7][C:6]([C:9]2[O:13][C:12]([N:14]3[CH:20]4[CH2:21][CH2:22][N:17]([CH2:18][CH2:19]4)[CH2:16][CH2:15]3)=[N:11][N:10]=2)=[CH:5][CH:4]=1.B(Br)(Br)Br. Product: [N:17]12[CH2:18][CH2:19][CH:20]([CH2:21][CH2:22]1)[N:14]([C:12]1[O:13][C:9]([C:6]3[CH:7]=[CH:8][C:3]([OH:2])=[CH:4][CH:5]=3)=[N:10][N:11]=1)[CH2:15][CH2:16]2. The catalyst class is: 22. (4) Reactant: [Cl:1][C:2]1[C:3](CC#N)=[C:4]([CH2:8][C:9]#[N:10])[CH:5]=[CH:6][CH:7]=1.Br.[C:15]([OH:18])(=O)[CH3:16].C([O:21]CC)C.CC(C)=O. Product: [Cl:1][C:2]1[C:3]2[CH2:16][C:15](=[O:18])[NH:10][C:9](=[O:21])[CH2:8][C:4]=2[CH:5]=[CH:6][CH:7]=1. The catalyst class is: 15.